This data is from Aqueous solubility values for 9,982 compounds from the AqSolDB database. The task is: Regression/Classification. Given a drug SMILES string, predict its absorption, distribution, metabolism, or excretion properties. Task type varies by dataset: regression for continuous measurements (e.g., permeability, clearance, half-life) or binary classification for categorical outcomes (e.g., BBB penetration, CYP inhibition). For this dataset (solubility_aqsoldb), we predict Y. (1) The compound is CCCC(C)Cl. The Y is -2.63 log mol/L. (2) The molecule is O=Cc1ccc(O)c(O)c1. The Y is -1.34 log mol/L. (3) The drug is Ic1ccc2c(c1)Sc1ccccc1N2. The Y is -6.93 log mol/L. (4) The molecule is CC(C)(C)n1cc(C(=O)O)c(=O)c2cc(F)c(N3CCNCC3)cc21. The Y is -3.43 log mol/L. (5) The compound is CC(C)CCCCCOC(=O)CCCCC(=O)OCCCCCC(C)C. The Y is -6.87 log mol/L. (6) The compound is CN=C(N)N. The Y is -1.61 log mol/L.